The task is: Predict the reaction yield, written as a fraction of the theoretical maximum amount of product (1.0 means a 100% yield; for example, 0.34 means a 34% yield).. This data is from Reaction yield outcomes from USPTO patents with 853,638 reactions. (1) The reactants are [CH:1]([N:4]1[C:8]([C:9]2[CH:14]=[CH:13][N:12]=[C:11]([NH:15][C:16]3[CH:23]=[CH:22][C:19]([C:20]#[N:21])=[CH:18][CH:17]=3)[N:10]=2)=[CH:7][N:6]=[C:5]1[CH3:24])([CH3:3])[CH3:2].CC[OH:27].O.[OH-].[K+]. The catalyst is CCOCC.C(Cl)Cl. The product is [CH:1]([N:4]1[C:8]([C:9]2[CH:14]=[CH:13][N:12]=[C:11]([NH:15][C:16]3[CH:23]=[CH:22][C:19]([C:20]([NH2:21])=[O:27])=[CH:18][CH:17]=3)[N:10]=2)=[CH:7][N:6]=[C:5]1[CH3:24])([CH3:3])[CH3:2]. The yield is 0.540. (2) The reactants are [Cl:1][C:2]1[CH:3]=[C:4]([C:10]2[CH:14]=[CH:13][N:12]([CH2:15][C@@H:16]([NH:18][C:19]([C:21]3[CH:25]=[C:24]([CH:26]([OH:28])[CH3:27])[O:23][N:22]=3)=[O:20])[CH3:17])[N:11]=2)[CH:5]=[CH:6][C:7]=1[C:8]#[N:9].[C:29](OC(=O)C)(=[O:31])[CH3:30]. The catalyst is CN(C1C=CN=CC=1)C.N1C=CC=CC=1. The product is [C:29]([O:28][CH:26]([C:24]1[O:23][N:22]=[C:21]([C:19](=[O:20])[NH:18][C@@H:16]([CH3:17])[CH2:15][N:12]2[CH:13]=[CH:14][C:10]([C:4]3[CH:5]=[CH:6][C:7]([C:8]#[N:9])=[C:2]([Cl:1])[CH:3]=3)=[N:11]2)[CH:25]=1)[CH3:27])(=[O:31])[CH3:30]. The yield is 0.820. (3) The reactants are [N+:1]([C:4]1[C:5](O)=[N:6][C:7]([C:10]2[CH:11]=[N:12][N:13]3[CH:18]=[CH:17][N:16]=[CH:15][C:14]=23)=[N:8][CH:9]=1)([O-:3])=[O:2].P(Cl)(Cl)([Cl:22])=O. No catalyst specified. The product is [Cl:22][C:5]1[C:4]([N+:1]([O-:3])=[O:2])=[CH:9][N:8]=[C:7]([C:10]2[CH:11]=[N:12][N:13]3[CH:18]=[CH:17][N:16]=[CH:15][C:14]=23)[N:6]=1. The yield is 0.860. (4) The reactants are [OH-].[Na+].Cl.Cl.[CH3:5][N:6]1[C:10]2[CH:11]=[C:12]([O:15][C:16]3[CH:21]=[CH:20][CH:19]=[C:18]([N:22]4[CH2:27][CH2:26][O:25][CH2:24][CH2:23]4)[CH:17]=3)[CH:13]=[CH:14][C:9]=2[N:8]=[C:7]1[CH2:28][O:29][C:30]1[CH:31]=[C:32]([CH:37]=[CH:38][CH:39]=1)[C:33]([O:35]C)=[O:34].Cl. The catalyst is O1CCOCC1. The product is [CH3:5][N:6]1[C:10]2[CH:11]=[C:12]([O:15][C:16]3[CH:21]=[CH:20][CH:19]=[C:18]([N:22]4[CH2:23][CH2:24][O:25][CH2:26][CH2:27]4)[CH:17]=3)[CH:13]=[CH:14][C:9]=2[N:8]=[C:7]1[CH2:28][O:29][C:30]1[CH:31]=[C:32]([CH:37]=[CH:38][CH:39]=1)[C:33]([OH:35])=[O:34]. The yield is 0.590. (5) The reactants are C1(S([N:10]2[C:14]3=[N:15][CH:16]=[C:17]([O:19][CH3:20])[CH:18]=[C:13]3[CH:12]=[C:11]2[C:21]([C:28]2[CH:33]=[CH:32][C:31]([C:34]([OH:37])([CH3:36])[CH3:35])=[CH:30][CH:29]=2)=[CH:22][CH:23]2[CH2:27][CH2:26][CH2:25][CH2:24]2)(=O)=O)C=CC=CC=1.[OH-].[Na+].Cl. The catalyst is C(O)C.C(OCC)(=O)C. The product is [CH:23]1([CH:22]=[C:21]([C:28]2[CH:33]=[CH:32][C:31]([C:34]([OH:37])([CH3:35])[CH3:36])=[CH:30][CH:29]=2)[C:11]2[NH:10][C:14]3=[N:15][CH:16]=[C:17]([O:19][CH3:20])[CH:18]=[C:13]3[CH:12]=2)[CH2:24][CH2:25][CH2:26][CH2:27]1. The yield is 0.862. (6) The reactants are [C-:1]#[N:2].[Na+].[NH2:4][C:5]1[CH:13]=[CH:12][C:8]([C:9]([OH:11])=[O:10])=[CH:7][CH:6]=1.[C:14]1(=O)[CH2:17][CH2:16][CH2:15]1. The catalyst is C(O)(=O)C. The product is [C:1]([C:14]1([NH:4][C:5]2[CH:13]=[CH:12][C:8]([C:9]([OH:11])=[O:10])=[CH:7][CH:6]=2)[CH2:17][CH2:16][CH2:15]1)#[N:2]. The yield is 0.990. (7) The reactants are C(O[C:6]([N:8]1[C:20]2[C:11](=[C:12]3[C:17](=[C:18]([OH:21])[CH:19]=2)[N:16]=[CH:15][CH:14]=[CH:13]3)[CH:10]([CH2:22][Cl:23])[CH2:9]1)=[O:7])(C)(C)C.Cl.[CH3:25][O:26][C:27]1[CH:28]=[C:29]2[C:33](=[C:34]([O:38][CH3:39])[C:35]=1[O:36][CH3:37])[NH:32][C:31](C(O)=O)=[CH:30]2.CCN=C=NCCCN(C)C.P([O-])([O-])([O-])=O. The catalyst is O1CCOCC1.CC(N(C)C)=O. The product is [Cl:23][CH2:22][CH:10]1[C:11]2=[C:12]3[C:17](=[C:18]([OH:21])[CH:19]=[C:20]2[N:8]([C:6]([C:31]2[NH:32][C:33]4[C:29]([CH:30]=2)=[CH:28][C:27]([O:26][CH3:25])=[C:35]([O:36][CH3:37])[C:34]=4[O:38][CH3:39])=[O:7])[CH2:9]1)[N:16]=[CH:15][CH:14]=[CH:13]3. The yield is 0.0900. (8) The reactants are [CH:1]1([C:6]2[C:14]3[C:9](=[CH:10][C:11]([C:15]([O:17][CH:18]([CH3:20])[CH3:19])=[O:16])=[CH:12][CH:13]=3)[N:8]([CH3:21])[CH:7]=2)[CH2:5][CH2:4][CH2:3][CH2:2]1.[Br:22]Br. The catalyst is C(#N)C. The product is [Br:22][C:7]1[N:8]([CH3:21])[C:9]2[C:14]([C:6]=1[CH:1]1[CH2:2][CH2:3][CH2:4][CH2:5]1)=[CH:13][CH:12]=[C:11]([C:15]([O:17][CH:18]([CH3:19])[CH3:20])=[O:16])[CH:10]=2. The yield is 0.870. (9) The reactants are [C:1]([O:5][C:6](=[O:29])[NH:7][C:8]1[CH:13]=[CH:12][C:11]([CH2:14][CH:15]([C:17]2[C:22]([O:23][CH3:24])=[CH:21][CH:20]=[CH:19][C:18]=2[Cl:25])O)=[C:10]([N+:26]([O-:28])=[O:27])[CH:9]=1)([CH3:4])([CH3:3])[CH3:2].FC(F)(F)C(OC(=O)C(F)(F)F)=O.O. The catalyst is C1COCC1. The product is [C:1]([O:5][C:6](=[O:29])[NH:7][C:8]1[CH:13]=[CH:12][C:11](/[CH:14]=[CH:15]/[C:17]2[C:22]([O:23][CH3:24])=[CH:21][CH:20]=[CH:19][C:18]=2[Cl:25])=[C:10]([N+:26]([O-:28])=[O:27])[CH:9]=1)([CH3:4])([CH3:2])[CH3:3]. The yield is 0.600. (10) The yield is 0.0600. The catalyst is CN(C=O)C. The product is [O:15]1[CH2:20][CH2:19][CH:18]([NH:21][C:22]([C:24]2[S:28][C:27]([NH:14][CH2:13][C:3]3[C:4]([C:7]4[CH:12]=[CH:11][CH:10]=[CH:9][CH:8]=4)=[N:5][O:6][C:2]=3[CH3:1])=[N:26][CH:25]=2)=[O:23])[CH2:17][CH2:16]1. The reactants are [CH3:1][C:2]1[O:6][N:5]=[C:4]([C:7]2[CH:12]=[CH:11][CH:10]=[CH:9][CH:8]=2)[C:3]=1[CH2:13][NH2:14].[O:15]1[CH2:20][CH2:19][CH:18]([NH:21][C:22]([C:24]2[S:28][C:27](Cl)=[N:26][CH:25]=2)=[O:23])[CH2:17][CH2:16]1.